From a dataset of Reaction yield outcomes from USPTO patents with 853,638 reactions. Predict the reaction yield, written as a fraction of the theoretical maximum amount of product (1.0 means a 100% yield; for example, 0.34 means a 34% yield). (1) The reactants are [C:1]([N:4]1[CH2:9][CH:8]=[C:7]([C:10]2[C:19]3[C:14](=[CH:15][CH:16]=[CH:17][CH:18]=3)[C:13](=[O:20])[O:12][C:11]=2[CH:21]([N:23]2[C:27]3=[N:28][CH:29]=[N:30][C:31]([NH2:32])=[C:26]3[C:25]([C:33]3[CH:38]=[C:37]([F:39])[CH:36]=[C:35]([O:40][Si](C(C)(C)C)(C)C)[CH:34]=3)=[N:24]2)[CH3:22])[CH2:6][CH2:5]1)(=[O:3])[CH3:2]. The catalyst is Cl.CCO. The product is [C:1]([N:4]1[CH2:5][CH:6]=[C:7]([C:10]2[C:19]3[C:14](=[CH:15][CH:16]=[CH:17][CH:18]=3)[C:13](=[O:20])[O:12][C:11]=2[CH:21]([N:23]2[C:27]3=[N:28][CH:29]=[N:30][C:31]([NH2:32])=[C:26]3[C:25]([C:33]3[CH:34]=[C:35]([OH:40])[CH:36]=[C:37]([F:39])[CH:38]=3)=[N:24]2)[CH3:22])[CH2:8][CH2:9]1)(=[O:3])[CH3:2]. The yield is 0.930. (2) The reactants are I[C:2]1[CH:7]=[CH:6][C:5]([NH:8][C:9]2[S:10][C:11]3[CH:17]=[C:16]([Cl:18])[CH:15]=[CH:14][C:12]=3[N:13]=2)=[C:4]([F:19])[CH:3]=1.B1(B2OC(C)(C)C(C)(C)O2)OC(C)(C)C(C)(C)O1.CC([O-])=O.[K+].Br[C:44]1[CH:59]=[CH:58][C:47]([C:48]([C@@H:50]2[CH2:54][CH2:53][CH2:52][C@H:51]2[C:55]([OH:57])=[O:56])=[O:49])=[CH:46][CH:45]=1.C([O-])([O-])=O.[Cs+].[Cs+]. The catalyst is CN(C=O)C.O.C1C=CC(P(C2C=CC=CC=2)[C-]2C=CC=C2)=CC=1.C1C=CC(P(C2C=CC=CC=2)[C-]2C=CC=C2)=CC=1.Cl[Pd]Cl.[Fe+2]. The product is [Cl:18][C:16]1[CH:15]=[CH:14][C:12]2[N:13]=[C:9]([NH:8][C:5]3[CH:6]=[CH:7][C:2]([C:44]4[CH:45]=[CH:46][C:47]([C:48]([C@@H:50]5[CH2:54][CH2:53][CH2:52][C@H:51]5[C:55]([OH:57])=[O:56])=[O:49])=[CH:58][CH:59]=4)=[CH:3][C:4]=3[F:19])[S:10][C:11]=2[CH:17]=1. The yield is 0.600. (3) The reactants are [O:1]1[CH:5]=[CH:4][CH:3]=[C:2]1[CH2:6][NH:7][C:8](=[O:26])[C:9]1[CH:14]=[C:13]([N+:15]([O-])=O)[CH:12]=[CH:11][C:10]=1[O:18][C:19]1[CH:20]=[C:21]([Cl:25])[CH:22]=[N:23][CH:24]=1. The catalyst is CO.[Ni]. The product is [O:1]1[CH:5]=[CH:4][CH:3]=[C:2]1[CH2:6][NH:7][C:8](=[O:26])[C:9]1[CH:14]=[C:13]([NH2:15])[CH:12]=[CH:11][C:10]=1[O:18][C:19]1[CH:20]=[C:21]([Cl:25])[CH:22]=[N:23][CH:24]=1. The yield is 0.760. (4) The reactants are [N+:1]([C:4]1[O:8][C:7]([C:9](Cl)=[O:10])=[CH:6][CH:5]=1)([O-:3])=[O:2].[NH2:12][C:13]1[CH:18]=[N:17][CH:16]=[CH:15][N:14]=1.N1C=CC=CC=1. The catalyst is CN(C=O)C. The product is [N:14]1[CH:15]=[CH:16][N:17]=[CH:18][C:13]=1[NH:12][C:9]([C:7]1[O:8][C:4]([N+:1]([O-:3])=[O:2])=[CH:5][CH:6]=1)=[O:10]. The yield is 0.170. (5) The reactants are Cl.[NH2:2][C@H:3]([C:10]1[CH:15]=[CH:14][CH:13]=[C:12]([N+:16]([O-:18])=[O:17])[CH:11]=1)[CH2:4][C:5]([O:7][CH2:8][CH3:9])=[O:6].N[C@H](C1C=CC=C([N+]([O-])=O)C=1)CC(O)=O.S(Cl)([Cl:36])=O. No catalyst specified. The product is [ClH:36].[NH2:2][C@@H:3]([C:10]1[CH:15]=[CH:14][CH:13]=[C:12]([N+:16]([O-:18])=[O:17])[CH:11]=1)[CH2:4][C:5]([O:7][CH2:8][CH3:9])=[O:6]. The yield is 0.990.